From a dataset of Reaction yield outcomes from USPTO patents with 853,638 reactions. Predict the reaction yield, written as a fraction of the theoretical maximum amount of product (1.0 means a 100% yield; for example, 0.34 means a 34% yield). (1) The reactants are C(Cl)(=O)C(Cl)=O.CS(C)=O.[CH2:11]([O:18][C:19]([N:21]1[CH2:26][CH2:25][CH2:24][CH:23]([OH:27])[CH:22]1[CH3:28])=[O:20])[C:12]1[CH:17]=[CH:16][CH:15]=[CH:14][CH:13]=1.C(N(CC)CC)C. The catalyst is ClCCl.O. The product is [CH2:11]([O:18][C:19]([N:21]1[CH2:26][CH2:25][CH2:24][C:23](=[O:27])[CH:22]1[CH3:28])=[O:20])[C:12]1[CH:17]=[CH:16][CH:15]=[CH:14][CH:13]=1. The yield is 0.760. (2) The reactants are Cl[C:2]1[C:11]2[C:6](=[CH:7][C:8]([O:14][CH2:15][CH2:16][CH2:17][N:18]3[CH2:23][CH2:22][S:21](=[O:25])(=[O:24])[CH2:20][CH2:19]3)=[C:9]([O:12][CH3:13])[CH:10]=2)[N:5]=[CH:4][N:3]=1.C(=O)([O-])[O-].[K+].[K+].[OH:32][C:33]1[CH:42]=[C:41]2[C:36]([CH:37]=[CH:38][CH:39]=[N:40]2)=[CH:35][CH:34]=1.[OH-].[Na+]. The catalyst is CN(C=O)C. The product is [O:24]=[S:21]1(=[O:25])[CH2:22][CH2:23][N:18]([CH2:17][CH2:16][CH2:15][O:14][C:8]2[CH:7]=[C:6]3[C:11]([C:2]([O:32][C:33]4[CH:42]=[C:41]5[C:36]([CH:37]=[CH:38][CH:39]=[N:40]5)=[CH:35][CH:34]=4)=[N:3][CH:4]=[N:5]3)=[CH:10][C:9]=2[O:12][CH3:13])[CH2:19][CH2:20]1. The yield is 0.730. (3) The reactants are [S:1]1[C:5]2[CH:6]=[CH:7][CH:8]=[CH:9][C:4]=2[N:3]=[C:2]1[C:10]1[C:14]([NH2:15])=[CH:13][NH:12][N:11]=1.[C:16](Cl)(=[O:20])[CH:17]([CH3:19])[CH3:18].N1C2C=CC=CC=2N=C1C1C(NC(=O)C(C)C)=CNN=1. No catalyst specified. The product is [S:1]1[C:5]2[CH:6]=[CH:7][CH:8]=[CH:9][C:4]=2[N:3]=[C:2]1[C:10]1[C:14]([NH:15][C:16](=[O:20])[CH:17]([CH3:19])[CH3:18])=[CH:13][NH:12][N:11]=1. The yield is 0.560. (4) The product is [CH3:18][O:6][C:5](=[O:7])[C:4]1[CH:8]=[C:9]([N+:11]([O-:13])=[O:12])[CH:10]=[C:2]([NH2:1])[CH:3]=1. No catalyst specified. The yield is 0.780. The reactants are [NH2:1][C:2]1[CH:3]=[C:4]([CH:8]=[C:9]([N+:11]([O-:13])=[O:12])[CH:10]=1)[C:5]([OH:7])=[O:6].O=S(Cl)Cl.[CH3:18]O. (5) The product is [Cl:1][C:2]1[C:3]([CH3:29])=[C:4]([NH:10][C@@H:11]([C:12]2[O:13][C:16]([C:17]3[CH:18]=[CH:19][C:20]([O:23][CH3:24])=[CH:21][CH:22]=3)=[N:15][N:14]=2)[C@@H:26]([OH:28])[CH3:27])[CH:5]=[CH:6][C:7]=1[C:8]#[N:9]. The yield is 0.410. The reactants are [Cl:1][C:2]1[C:3]([CH3:29])=[C:4]([NH:10][C@H:11]([C@@H:26]([OH:28])[CH3:27])[C:12]([NH:14][NH:15][C:16](=O)[C:17]2[CH:22]=[CH:21][C:20]([O:23][CH3:24])=[CH:19][CH:18]=2)=[O:13])[CH:5]=[CH:6][C:7]=1[C:8]#[N:9].CCN(P1(N(C)CCCN1C)=NC(C)(C)C)CC. The catalyst is C1COCC1. (6) The reactants are C([Li])CCC.C(NC(C)C)(C)C.[F:13][C:14]1[CH:15]=[N:16][CH:17]=[C:18]([F:20])[CH:19]=1.[CH2:21]([Sn:25](Cl)([CH2:30][CH2:31][CH2:32][CH3:33])[CH2:26][CH2:27][CH2:28][CH3:29])[CH2:22][CH2:23][CH3:24]. The catalyst is C1COCC1.O. The product is [F:13][C:14]1[CH:15]=[N:16][CH:17]=[C:18]([F:20])[C:19]=1[Sn:25]([CH2:26][CH2:27][CH2:28][CH3:29])([CH2:30][CH2:31][CH2:32][CH3:33])[CH2:21][CH2:22][CH2:23][CH3:24]. The yield is 0.880. (7) The reactants are Cl[C:2]1[CH:7]=[C:6]([S:8][C:9]2[CH:14]=[CH:13][C:12]([NH:15][C:16]([NH:18][C:19]3[CH:24]=[C:23]([CH3:25])[CH:22]=[CH:21][C:20]=3[F:26])=[O:17])=[CH:11][CH:10]=2)[CH:5]=[CH:4][N:3]=1.CC1(C)C(C)(C)OB([C:35]2[NH:39][CH:38]=[C:37]([C:40]([O-:42])=[O:41])[CH:36]=2)O1.[CH2:44](Cl)Cl. The catalyst is C1C=CC(P(C2C=CC=CC=2)[C-]2C=CC=C2)=CC=1.C1C=CC(P(C2C=CC=CC=2)[C-]2C=CC=C2)=CC=1.Cl[Pd]Cl.[Fe+2]. The product is [F:26][C:20]1[CH:21]=[CH:22][C:23]([CH3:25])=[CH:24][C:19]=1[NH:18][C:16]([NH:15][C:12]1[CH:13]=[CH:14][C:9]([S:8][C:6]2[CH:5]=[CH:4][N:3]=[C:2]([C:35]3[NH:39][CH:38]=[C:37]([C:40]([O:42][CH3:44])=[O:41])[CH:36]=3)[CH:7]=2)=[CH:10][CH:11]=1)=[O:17]. The yield is 0.200. (8) The reactants are C([O-])([O-])=O.[Na+].[Na+].[CH2:7]([O:9][NH2:10])[CH3:8].[C:11](O[C:11]([O:13][C:14]([CH3:17])([CH3:16])[CH3:15])=[O:12])([O:13][C:14]([CH3:17])([CH3:16])[CH3:15])=[O:12].Cl. The catalyst is ClCCl.O. The product is [CH2:7]([O:9][NH:10][C:11](=[O:12])[O:13][C:14]([CH3:17])([CH3:16])[CH3:15])[CH3:8]. The yield is 0.900. (9) The reactants are C[O:2][C:3](=O)[C:4]1[CH:9]=[C:8]([Cl:10])[CH:7]=[CH:6][C:5]=1[OH:11].O.[NH2:14][NH2:15].C(O)C. The product is [Cl:10][C:8]1[CH:9]=[C:4]([C:3]([NH:14][NH2:15])=[O:2])[C:5]([OH:11])=[CH:6][CH:7]=1. The catalyst is CCCCCC. The yield is 0.792.